This data is from Forward reaction prediction with 1.9M reactions from USPTO patents (1976-2016). The task is: Predict the product of the given reaction. (1) The product is: [Br:9][C:10]1[CH:14]=[C:13]([C:2]2[S:3][C:4]([CH3:7])=[CH:5][CH:6]=2)[S:12][C:11]=1[CH3:16]. Given the reactants Br[C:2]1[S:3][C:4]([CH3:7])=[CH:5][CH:6]=1.[Mg].[Br:9][C:10]1[CH:14]=[C:13](Br)[S:12][C:11]=1[CH3:16], predict the reaction product. (2) Given the reactants C([O:8][N:9]([CH2:12][C@@H:13]([CH2:17][CH2:18][CH2:19][CH3:20])[C:14](O)=[O:15])[CH:10]=[O:11])C1C=CC=CC=1.[NH:21]1[CH2:25][CH2:24][CH2:23][C@H:22]1[C:26]1[NH:27][C:28]2[C:29]([N:38]=1)=[C:30]1[C:35](=[CH:36][CH:37]=2)[O:34][CH2:33][CH2:32][O:31]1, predict the reaction product. The product is: [N:38]1[C:29]2=[C:30]3[C:35](=[CH:36][CH:37]=[C:28]2[NH:27][C:26]=1[CH:22]1[CH2:23][CH2:24][CH2:25][N:21]1[C:14]([CH:13]([CH2:17][CH2:18][CH2:19][CH3:20])[CH2:12][N:9]([OH:8])[CH:10]=[O:11])=[O:15])[O:34][CH2:33][CH2:32][O:31]3. (3) Given the reactants [Al+3].[Cl-].[Cl-].[Cl-].Br[C:6]([CH3:11])([CH3:10])[C:7](Br)=[O:8].[CH3:12][C:13]1([CH3:22])[CH2:21][C:20]2[C:15](=[CH:16][CH:17]=[CH:18][CH:19]=2)[CH2:14]1, predict the reaction product. The product is: [CH3:10][CH:6]1[CH2:11][C:17]2[C:18](=[CH:19][C:20]3[CH2:21][C:13]([CH3:22])([CH3:12])[CH2:14][C:15]=3[CH:16]=2)[C:7]1=[O:8]. (4) Given the reactants C(OC([NH:8][C@@H:9]1[CH2:13][CH2:12][N:11]([C:14]2[N:23]=[C:22]3[C:17]([C:18](=[O:38])[C:19]([C:35]([OH:37])=[O:36])=[CH:20][N:21]3CC3C=CC(OC)=CC=3OC)=[C:16]([CH3:39])[C:15]=2[F:40])[CH2:10]1)=O)(C)(C)C, predict the reaction product. The product is: [NH2:8][C@@H:9]1[CH2:13][CH2:12][N:11]([C:14]2[N:23]=[C:22]3[C:17]([C:18](=[O:38])[C:19]([C:35]([OH:37])=[O:36])=[CH:20][NH:21]3)=[C:16]([CH3:39])[C:15]=2[F:40])[CH2:10]1.